This data is from Full USPTO retrosynthesis dataset with 1.9M reactions from patents (1976-2016). The task is: Predict the reactants needed to synthesize the given product. (1) Given the product [N+:1]([C:4]1[CH:5]=[CH:6][C:7]2[O:12][CH:15]([C:14]([F:13])([F:23])[F:22])[C:16]([C:17]([O:19][CH2:20][CH3:21])=[O:18])=[CH:9][C:8]=2[CH:11]=1)([O-:3])=[O:2], predict the reactants needed to synthesize it. The reactants are: [N+:1]([C:4]1[CH:11]=[C:8]([CH:9]=O)[C:7]([OH:12])=[CH:6][CH:5]=1)([O-:3])=[O:2].[F:13][C:14]([F:23])([F:22])/[CH:15]=[CH:16]/[C:17]([O:19][CH2:20][CH3:21])=[O:18].C([O-])([O-])=O.[K+].[K+]. (2) Given the product [CH2:1]([C:8]1[N:9]([C:14]2[S:15][CH:16]=[CH:17][CH:18]=2)[C:10](=[S:28])[NH:11][N:12]=1)[C:2]1[CH:7]=[CH:6][CH:5]=[CH:4][CH:3]=1, predict the reactants needed to synthesize it. The reactants are: [CH2:1]([C:8]1[N:9]([C:14]2[S:15][CH:16]=[CH:17][CH:18]=2)[C:10](=O)[NH:11][N:12]=1)[C:2]1[CH:7]=[CH:6][CH:5]=[CH:4][CH:3]=1.COC1C=CC(P2(SP(C3C=CC(OC)=CC=3)(=S)S2)=[S:28])=CC=1.